Dataset: NCI-60 drug combinations with 297,098 pairs across 59 cell lines. Task: Regression. Given two drug SMILES strings and cell line genomic features, predict the synergy score measuring deviation from expected non-interaction effect. (1) Drug 1: CC1=CC2C(CCC3(C2CCC3(C(=O)C)OC(=O)C)C)C4(C1=CC(=O)CC4)C. Drug 2: CC1CCC2CC(C(=CC=CC=CC(CC(C(=O)C(C(C(=CC(C(=O)CC(OC(=O)C3CCCCN3C(=O)C(=O)C1(O2)O)C(C)CC4CCC(C(C4)OC)OCCO)C)C)O)OC)C)C)C)OC. Cell line: SNB-75. Synergy scores: CSS=9.05, Synergy_ZIP=4.83, Synergy_Bliss=4.39, Synergy_Loewe=-7.00, Synergy_HSA=-0.454. (2) Drug 1: CC12CCC3C(C1CCC2O)C(CC4=C3C=CC(=C4)O)CCCCCCCCCS(=O)CCCC(C(F)(F)F)(F)F. Drug 2: CC1C(C(CC(O1)OC2CC(CC3=C2C(=C4C(=C3O)C(=O)C5=CC=CC=C5C4=O)O)(C(=O)C)O)N)O. Cell line: IGROV1. Synergy scores: CSS=55.6, Synergy_ZIP=0.649, Synergy_Bliss=4.17, Synergy_Loewe=-7.36, Synergy_HSA=2.12. (3) Drug 1: C1CN1P(=S)(N2CC2)N3CC3. Drug 2: C(CN)CNCCSP(=O)(O)O. Cell line: CAKI-1. Synergy scores: CSS=21.3, Synergy_ZIP=-4.16, Synergy_Bliss=-1.54, Synergy_Loewe=-39.5, Synergy_HSA=-2.42. (4) Drug 1: CN(C)N=NC1=C(NC=N1)C(=O)N. Drug 2: CS(=O)(=O)OCCCCOS(=O)(=O)C. Cell line: ACHN. Synergy scores: CSS=32.7, Synergy_ZIP=-10.5, Synergy_Bliss=-3.69, Synergy_Loewe=-3.16, Synergy_HSA=-0.276. (5) Drug 1: CCCS(=O)(=O)NC1=C(C(=C(C=C1)F)C(=O)C2=CNC3=C2C=C(C=N3)C4=CC=C(C=C4)Cl)F. Drug 2: CC1C(C(CC(O1)OC2CC(CC3=C2C(=C4C(=C3O)C(=O)C5=C(C4=O)C(=CC=C5)OC)O)(C(=O)C)O)N)O.Cl. Cell line: SN12C. Synergy scores: CSS=45.9, Synergy_ZIP=16.9, Synergy_Bliss=18.8, Synergy_Loewe=0.452, Synergy_HSA=16.8. (6) Drug 1: CC1=C(C(CCC1)(C)C)C=CC(=CC=CC(=CC(=O)O)C)C. Drug 2: CCN(CC)CCNC(=O)C1=C(NC(=C1C)C=C2C3=C(C=CC(=C3)F)NC2=O)C. Cell line: NCI-H322M. Synergy scores: CSS=1.66, Synergy_ZIP=-0.586, Synergy_Bliss=-1.38, Synergy_Loewe=-0.662, Synergy_HSA=-1.12. (7) Drug 1: C1=CC(=C2C(=C1NCCNCCO)C(=O)C3=C(C=CC(=C3C2=O)O)O)NCCNCCO. Drug 2: CC1=CC2C(CCC3(C2CCC3(C(=O)C)OC(=O)C)C)C4(C1=CC(=O)CC4)C. Cell line: TK-10. Synergy scores: CSS=29.0, Synergy_ZIP=5.72, Synergy_Bliss=4.05, Synergy_Loewe=-29.2, Synergy_HSA=0.858. (8) Drug 1: C1CC(=O)NC(=O)C1N2CC3=C(C2=O)C=CC=C3N. Drug 2: C1=CC=C(C=C1)NC(=O)CCCCCCC(=O)NO. Cell line: EKVX. Synergy scores: CSS=8.16, Synergy_ZIP=-0.411, Synergy_Bliss=4.62, Synergy_Loewe=6.33, Synergy_HSA=5.03.